Dataset: Full USPTO retrosynthesis dataset with 1.9M reactions from patents (1976-2016). Task: Predict the reactants needed to synthesize the given product. (1) Given the product [NH2:11][C@@H:2]([CH3:1])[C@@H:3]([C:4]1[CH:5]=[CH:6][CH:7]=[CH:8][CH:9]=1)[O:10][C:26]1[CH:25]=[C:24]2[C:29](=[CH:28][CH:27]=1)[N:21]([C:18]1[CH:19]=[CH:20][C:15]([C:14]([O:13][CH3:12])=[O:31])=[CH:16][CH:17]=1)[N:22]=[CH:23]2, predict the reactants needed to synthesize it. The reactants are: [CH3:1][C@H:2]([NH2:11])[C@H:3]([OH:10])[C:4]1[CH:9]=[CH:8][CH:7]=[CH:6][CH:5]=1.[CH3:12][O:13][C:14](=[O:31])[C:15]1[CH:20]=[CH:19][C:18]([N:21]2[C:29]3[C:24](=[CH:25][C:26](I)=[CH:27][CH:28]=3)[CH:23]=[N:22]2)=[CH:17][CH:16]=1.C(=O)([O-])[O-].[Cs+].[Cs+].C(#N)CCC. (2) Given the product [C:1]([O:5][C:6]([N:8]([CH3:19])[C:9]1[CH:14]=[CH:13][C:12]([CH3:15])=[C:11]([Cl:16])[CH:10]=1)=[O:7])([CH3:4])([CH3:3])[CH3:2], predict the reactants needed to synthesize it. The reactants are: [C:1]([O:5][C:6]([NH:8][C:9]1[CH:14]=[CH:13][C:12]([CH3:15])=[C:11]([Cl:16])[CH:10]=1)=[O:7])([CH3:4])([CH3:3])[CH3:2].[H-].[Na+].[CH3:19]I. (3) Given the product [NH2:1][C:2]1[N:7]=[C:6]([NH:8][C@H:9]([C:11]2[N:16]=[C:15]3[CH:17]=[CH:18][N:19]([CH3:20])[C:14]3=[CH:13][C:12]=2[CH:21]2[CH2:26][CH2:25][CH:24]([NH2:27])[CH2:23][CH2:22]2)[CH3:10])[C:5]([C:35]#[N:36])=[C:4]([CH3:37])[N:3]=1, predict the reactants needed to synthesize it. The reactants are: [NH2:1][C:2]1[N:7]=[C:6]([NH:8][C@H:9]([C:11]2[N:16]=[C:15]3[CH:17]=[CH:18][N:19]([CH3:20])[C:14]3=[CH:13][C:12]=2[CH:21]2[CH2:26][CH2:25][CH:24]([NH:27]C(=O)OC(C)(C)C)[CH2:23][CH2:22]2)[CH3:10])[C:5]([C:35]#[N:36])=[C:4]([CH3:37])[N:3]=1.C(O)(C(F)(F)F)=O. (4) The reactants are: [F:1][C:2]1[CH:9]=[CH:8][C:7]([CH2:10][C:11]2[NH:12][C:13]([C:26]3[CH:31]=[CH:30][CH:29]=[C:28]([CH3:32])[N:27]=3)=[C:14]([C:16]3[CH:17]=[C:18]4[C:23](=[CH:24][CH:25]=3)[N:22]=[CH:21][CH:20]=[CH:19]4)[N:15]=2)=[CH:6][C:3]=1[C:4]#[N:5].[N-:33]=[N+:34]=[N-:35].[Na+].[OH-].[Na+]. Given the product [F:1][C:2]1[CH:9]=[CH:8][C:7]([CH2:10][C:11]2[NH:12][C:13]([C:26]3[CH:31]=[CH:30][CH:29]=[C:28]([CH3:32])[N:27]=3)=[C:14]([C:16]3[CH:17]=[C:18]4[C:23](=[CH:24][CH:25]=3)[N:22]=[CH:21][CH:20]=[CH:19]4)[N:15]=2)=[CH:6][C:3]=1[C:4]1[NH:35][N:34]=[N:33][N:5]=1, predict the reactants needed to synthesize it.